This data is from Catalyst prediction with 721,799 reactions and 888 catalyst types from USPTO. The task is: Predict which catalyst facilitates the given reaction. (1) Reactant: Br[C:2]1[C:10]2[C:5](=[CH:6]C=CC=2)[N:4]2[C:11]3[CH:12]=[CH:13][CH:14]=[CH:15][C:16]=3[C:17]([CH3:19])([CH3:18])[C:3]=12.[C:20]1([C:54]2[CH:59]=[CH:58][CH:57]=[CH:56][CH:55]=2)[CH:25]=[CH:24][C:23]([N:26]([C:42]2[CH:47]=[CH:46][C:45](C3C=CC=CC=3)=[CH:44][CH:43]=2)[C:27]2[CH:32]=[CH:31][C:30](B3OC(C)(C)C(C)(C)O3)=[CH:29][CH:28]=2)=[CH:22][CH:21]=1.C(=O)([O-])[O-].[Na+].[Na+].CO[CH2:68][CH2:69]OC. Product: [C:45]1([C:69]2[CH:68]=[CH:17][CH:3]=[CH:2][CH:10]=2)[CH:44]=[CH:43][C:42]([N:26]([C:23]2[CH:22]=[CH:21][C:20]([C:54]3[CH:59]=[CH:58][CH:57]=[CH:56][CH:55]=3)=[CH:25][CH:24]=2)[C:27]2[CH:32]=[CH:31][C:30]([C:2]3[C:10]4[CH:16]=[CH:11][CH:12]=[CH:6][C:5]=4[N:4]4[C:11]5[CH:12]=[CH:13][CH2:14][CH2:15][C:16]=5[C:17]([CH3:19])([CH3:18])[C:3]=34)=[CH:29][CH:28]=2)=[CH:47][CH:46]=1. The catalyst class is: 73. (2) Reactant: [NH2:1][C:2]1[N:6]([C@@H:7]2[CH2:12][CH2:11][CH2:10][N:9](C(OC(C)(C)C)=O)[CH2:8]2)[N:5]=[C:4]([C:20]2[CH:25]=[CH:24][C:23]([O:26][C:27]3[CH:32]=[CH:31][CH:30]=[CH:29][CH:28]=3)=[CH:22][CH:21]=2)[C:3]=1[C:33](=[O:35])[NH2:34].[ClH:36]. Product: [ClH:36].[NH2:1][C:2]1[N:6]([C@@H:7]2[CH2:12][CH2:11][CH2:10][NH:9][CH2:8]2)[N:5]=[C:4]([C:20]2[CH:21]=[CH:22][C:23]([O:26][C:27]3[CH:32]=[CH:31][CH:30]=[CH:29][CH:28]=3)=[CH:24][CH:25]=2)[C:3]=1[C:33]([NH2:34])=[O:35]. The catalyst class is: 798. (3) Reactant: Cl[C:2]1[C:11]2[C:6](=[CH:7][CH:8]=[CH:9][CH:10]=2)[N:5]([CH2:12][C:13]2[CH:18]=[CH:17][C:16]([O:19][CH3:20])=[CH:15][CH:14]=2)[C:4](=[O:21])[C:3]=1[C:22]#[N:23].Cl.[CH3:25][O:26][C:27]1[CH:32]=[CH:31][CH:30]=[CH:29][C:28]=1[NH:33][NH2:34].C(N(CC)CC)C.C(O)C. Product: [NH2:23][C:22]1[N:33]([C:28]2[CH:29]=[CH:30][CH:31]=[CH:32][C:27]=2[O:26][CH3:25])[N:34]=[C:2]2[C:11]3[CH:10]=[CH:9][CH:8]=[CH:7][C:6]=3[N:5]([CH2:12][C:13]3[CH:14]=[CH:15][C:16]([O:19][CH3:20])=[CH:17][CH:18]=3)[C:4](=[O:21])[C:3]=12. The catalyst class is: 6. (4) Reactant: [ClH:1].[CH2:2]([CH:9]([CH2:20][N:21](C)C)[C:10]([C:12]1[CH:17]=[CH:16][CH:15]=[C:14]([O:18][CH3:19])[CH:13]=1)=O)[C:3]1[CH:8]=[CH:7][CH:6]=[CH:5][CH:4]=1.Cl.NO.C(C([CH2:45][N:46](C)[CH3:47])C(C1C=CC=C(OC)C=1)=O)C1C=CC=CC=1. Product: [ClH:1].[CH2:2]([CH:9]([CH2:20][NH2:21])[CH:10]([C:12]1[CH:17]=[CH:16][CH:15]=[C:14]([O:18][CH3:19])[CH:13]=1)[N:46]([CH3:47])[CH3:45])[C:3]1[CH:4]=[CH:5][CH:6]=[CH:7][CH:8]=1. The catalyst class is: 97.